This data is from Reaction yield outcomes from USPTO patents with 853,638 reactions. The task is: Predict the reaction yield, written as a fraction of the theoretical maximum amount of product (1.0 means a 100% yield; for example, 0.34 means a 34% yield). (1) The reactants are C[O:2][C:3](=[O:34])[CH2:4][CH:5]([C:19]1[CH:24]=[CH:23][C:22]([O:25][CH:26]([F:28])[F:27])=[C:21]([O:29][CH2:30][CH:31]2[CH2:33][CH2:32]2)[CH:20]=1)[N:6]1[CH2:14][C:13]2[C:8](=[C:9]([N+:15]([O-:17])=[O:16])[CH:10]=[CH:11][CH:12]=2)[C:7]1=[O:18].[OH-].[Na+].Cl. The catalyst is CO. The product is [CH:31]1([CH2:30][O:29][C:21]2[CH:20]=[C:19]([CH:5]([N:6]3[CH2:14][C:13]4[C:8](=[C:9]([N+:15]([O-:17])=[O:16])[CH:10]=[CH:11][CH:12]=4)[C:7]3=[O:18])[CH2:4][C:3]([OH:34])=[O:2])[CH:24]=[CH:23][C:22]=2[O:25][CH:26]([F:28])[F:27])[CH2:33][CH2:32]1. The yield is 0.900. (2) The reactants are C([O-])([O-])=O.[K+].[K+].[I:7][C:8]1[CH:9]=[C:10]([OH:18])[C:11](=[CH:16][CH:17]=1)[C:12]([O:14][CH3:15])=[O:13].[CH2:19](Br)[C:20]1[CH:25]=[CH:24][CH:23]=[CH:22][CH:21]=1. The catalyst is CC#N. The product is [CH2:19]([O:18][C:10]1[CH:9]=[C:8]([I:7])[CH:17]=[CH:16][C:11]=1[C:12]([O:14][CH3:15])=[O:13])[C:20]1[CH:25]=[CH:24][CH:23]=[CH:22][CH:21]=1. The yield is 0.990. (3) The reactants are [Cl:1][C:2]1[CH:28]=[C:27]([Cl:29])[CH:26]=[CH:25][C:3]=1[NH:4][C:5]1[C:14]2[C:9](=[CH:10][C:11]3[CH:18]=[C:17]([O:19]C)[C:16]([O:21]C)=[CH:15][C:12]=3[CH:13]=2)[N:8]=[CH:7][C:6]=1[C:23]#[N:24].Cl.N1C=CC=CC=1.[OH-].[NH4+]. No catalyst specified. The product is [Cl:1][C:2]1[CH:28]=[C:27]([Cl:29])[CH:26]=[CH:25][C:3]=1[NH:4][C:5]1[C:14]2[C:9](=[CH:10][C:11]3[CH:18]=[C:17]([OH:19])[C:16]([OH:21])=[CH:15][C:12]=3[CH:13]=2)[N:8]=[CH:7][C:6]=1[C:23]#[N:24]. The yield is 0.517. (4) The yield is 0.500. The catalyst is O1CCOCC1. The reactants are [F:1][C:2]1[CH:18]=[C:17]([N+:19]([O-:21])=[O:20])[CH:16]=[CH:15][C:3]=1[O:4][C:5]1[CH:10]=[CH:9][N:8]=[C:7]2[CH:11]=[C:12](I)[S:13][C:6]=12.Br[C:23]1[CH:30]=[CH:29][C:26]([CH:27]=[O:28])=[CH:25][N:24]=1.C[Sn](C)(C)[Sn](C)(C)C. The product is [F:1][C:2]1[CH:18]=[C:17]([N+:19]([O-:21])=[O:20])[CH:16]=[CH:15][C:3]=1[O:4][C:5]1[CH:10]=[CH:9][N:8]=[C:7]2[CH:11]=[C:12]([C:23]3[CH:30]=[CH:29][C:26]([CH:27]=[O:28])=[CH:25][N:24]=3)[S:13][C:6]=12.